From a dataset of Peptide-MHC class I binding affinity with 185,985 pairs from IEDB/IMGT. Regression. Given a peptide amino acid sequence and an MHC pseudo amino acid sequence, predict their binding affinity value. This is MHC class I binding data. (1) The peptide sequence is RSLVCLAPK. The binding affinity (normalized) is 0.0847. The MHC is HLA-A24:03 with pseudo-sequence HLA-A24:03. (2) The peptide sequence is AEFKYIAAV. The MHC is Mamu-A01 with pseudo-sequence Mamu-A01. The binding affinity (normalized) is 0. (3) The peptide sequence is SDILSGIFSNPH. The MHC is HLA-A02:03 with pseudo-sequence HLA-A02:03. The binding affinity (normalized) is 0.410. (4) The peptide sequence is KTTIKFHPW. The MHC is HLA-A02:01 with pseudo-sequence HLA-A02:01. The binding affinity (normalized) is 0.0847. (5) The peptide sequence is RPRCAYLPF. The MHC is HLA-B51:01 with pseudo-sequence HLA-B51:01. The binding affinity (normalized) is 0.0847. (6) The peptide sequence is IVRQRVIPV. The MHC is HLA-A02:01 with pseudo-sequence HLA-A02:01. The binding affinity (normalized) is 0.209. (7) The peptide sequence is ETAWPFFYA. The MHC is HLA-A02:19 with pseudo-sequence HLA-A02:19. The binding affinity (normalized) is 0.613.